This data is from CYP2C19 inhibition data for predicting drug metabolism from PubChem BioAssay. The task is: Regression/Classification. Given a drug SMILES string, predict its absorption, distribution, metabolism, or excretion properties. Task type varies by dataset: regression for continuous measurements (e.g., permeability, clearance, half-life) or binary classification for categorical outcomes (e.g., BBB penetration, CYP inhibition). Dataset: cyp2c19_veith. (1) The drug is CN1CC[C@@]2(CCCN(C(=O)c3ccncc3)C2)C1. The result is 0 (non-inhibitor). (2) The result is 1 (inhibitor). The molecule is C=CC[C@@H]1C=C[C@@H](O/N=C(/C)CCC(=O)OC[C@@H]2O[C@H](c3ccccc3)C=C[C@@H]2Oc2ccc(OC)cc2)[C@@H](CO)O1. (3) The molecule is O=C(O)C1(Nc2ccccc2)CCN(Cc2ccccc2)CC1. The result is 0 (non-inhibitor). (4) The drug is O=C([O-])c1cc2cc(Cc3cccnc3)ccc2o1.[Na+]. The result is 0 (non-inhibitor). (5) The compound is CC(C)[C@@]1(NC(=O)[C@@H]2C[C@H]3c4cccc5[nH]cc(c45)C[C@@H]3N(C)C2)O[C@@]2(O)[C@H]3CCCN3C(=O)[C@H](Cc3ccccc3)N2C1=O.CS(=O)(=O)O. The result is 1 (inhibitor). (6) The molecule is CCOC(=O)C1=C(C)NC(=O)NC1c1ccoc1. The result is 1 (inhibitor). (7) The drug is COC(=O)[C@H](Cc1ccccc1)NC(=O)C/C=C\[C@@H](C)[C@@H](CO)OC. The result is 0 (non-inhibitor). (8) The compound is CNC(=O)C(=O)NCCc1ccc(Cl)cc1. The result is 1 (inhibitor). (9) The drug is I.OCCNC1=NCCN1. The result is 0 (non-inhibitor).